Task: Predict the product of the given reaction.. Dataset: Forward reaction prediction with 1.9M reactions from USPTO patents (1976-2016) (1) Given the reactants [OH:1][C:2]1[CH:11]=[CH:10][C:5]([C:6]([O:8][CH3:9])=[O:7])=[CH:4][C:3]=1[C:12]([O:14]C)=[O:13].Cl, predict the reaction product. The product is: [C:12]([C:3]1[CH:4]=[C:5]([CH:10]=[CH:11][C:2]=1[OH:1])[C:6]([O:8][CH3:9])=[O:7])([OH:14])=[O:13]. (2) The product is: [CH2:15]([O:22][C:23](=[O:36])[NH:24][CH2:25][CH2:26][CH2:27][CH2:28][C:29]1[CH:34]=[CH:33][C:32]([O:35][CH2:45][CH2:44][NH:43][C:42]([O:41][C:37]([CH3:40])([CH3:39])[CH3:38])=[O:47])=[CH:31][CH:30]=1)[C:16]1[CH:21]=[CH:20][CH:19]=[CH:18][CH:17]=1. Given the reactants CC(OC(/N=N/C(OC(C)C)=O)=O)C.[CH2:15]([O:22][C:23](=[O:36])[NH:24][CH2:25][CH2:26][CH2:27][CH2:28][C:29]1[CH:34]=[CH:33][C:32]([OH:35])=[CH:31][CH:30]=1)[C:16]1[CH:21]=[CH:20][CH:19]=[CH:18][CH:17]=1.[C:37]([O:41][C:42](=[O:47])[NH:43][CH2:44][CH2:45]O)([CH3:40])([CH3:39])[CH3:38], predict the reaction product.